This data is from Full USPTO retrosynthesis dataset with 1.9M reactions from patents (1976-2016). The task is: Predict the reactants needed to synthesize the given product. (1) Given the product [CH2:46]([C:38]1[O:39][C:40]2[CH:45]=[CH:44][CH:43]=[CH:42][C:41]=2[C:37]=1[C:34]1[CH:33]=[CH:32][C:31]([C:28]2[CH:29]=[CH:30][C:25]([O:24][C:15]([CH3:23])([CH2:16][C:17]3[CH:18]=[CH:19][CH:20]=[CH:21][CH:22]=3)[C:14]([OH:53])=[O:13])=[CH:26][CH:27]=2)=[CH:36][CH:35]=1)[C:47]1[CH:48]=[CH:49][CH:50]=[CH:51][CH:52]=1, predict the reactants needed to synthesize it. The reactants are: C[Si]([N-][Si](C)(C)C)(C)C.[Li+].C([O:13][C:14](=[O:53])[C:15]([O:24][C:25]1[CH:30]=[CH:29][C:28]([C:31]2[CH:36]=[CH:35][C:34]([C:37]3[C:41]4[CH:42]=[CH:43][CH:44]=[CH:45][C:40]=4[O:39][C:38]=3[CH2:46][C:47]3[CH:52]=[CH:51][CH:50]=[CH:49][CH:48]=3)=[CH:33][CH:32]=2)=[CH:27][CH:26]=1)([CH3:23])[CH2:16][C:17]1[CH:22]=[CH:21][CH:20]=[CH:19][CH:18]=1)C.C(Br)C1C=CC=CC=1.Cl. (2) Given the product [O:9]([C:1]([NH:17][C@H:18]([C:26]([OH:28])=[O:27])[CH3:19])=[O:16])[C:10]1[CH:11]=[CH:12][CH:13]=[CH:14][CH:15]=1, predict the reactants needed to synthesize it. The reactants are: [C:1](=[O:16])([O:9][C:10]1[CH:15]=[CH:14][CH:13]=[CH:12][CH:11]=1)OC1C=CC=CC=1.[NH2:17][C@H:18]([C:26]([O-:28])=[O:27])[CH2:19]C1C=CC=CC=1.C([P+](CCCC)(CCCC)CCCC)CCC.Cl. (3) Given the product [OH:17][C:18]1[CH:19]=[C:20]2[C:25](=[CH:26][CH:27]=1)[CH:24]([C:28]([O:30][CH2:31][CH3:32])=[O:29])[N:23]([C:9]([O:11][C:12]([CH3:13])([CH3:14])[CH3:15])=[O:10])[CH2:22][CH2:21]2, predict the reactants needed to synthesize it. The reactants are: [CH3:13][C:12]([O:11][C:9](O[C:9]([O:11][C:12]([CH3:15])([CH3:14])[CH3:13])=[O:10])=[O:10])([CH3:15])[CH3:14].Cl.[OH:17][C:18]1[CH:19]=[C:20]2[C:25](=[CH:26][CH:27]=1)[CH:24]([C:28]([O:30][CH2:31][CH3:32])=[O:29])[NH:23][CH2:22][CH2:21]2.C1COCC1. (4) Given the product [F:36][C:2]([F:1])([F:35])[C@@:3]([C:6]1[CH:11]=[CH:10][C:9]([N:12]2[CH2:17][CH2:16][N:15]([S:18]([C:21]3[CH:26]=[CH:25][CH:24]=[CH:23][CH:22]=3)(=[O:20])=[O:19])[CH2:14][C@H:13]2[CH2:27][N:28]2[CH2:33][CH2:32][O:31][CH2:30][C@@H:29]2[CH3:34])=[CH:8][CH:7]=1)([OH:5])[CH3:4], predict the reactants needed to synthesize it. The reactants are: [F:1][C:2]([F:36])([F:35])[C@@:3]([C:6]1[CH:11]=[CH:10][C:9]([N:12]2[CH2:17][CH2:16][N:15]([S:18]([C:21]3[CH:26]=[CH:25][CH:24]=[CH:23][CH:22]=3)(=[O:20])=[O:19])[CH2:14][C@@H:13]2[CH2:27][N:28]2[CH2:33][CH2:32][O:31][CH2:30][C@@H:29]2[CH3:34])=[CH:8][CH:7]=1)([OH:5])[CH3:4].FC(F)(F)[C@](C1C=CC(N2CCN(S(C3C=CC=CC=3)(=O)=O)C[C@@H]2CN2CCOC[C@@H]2C)=CC=1)(O)C.FC(F)(F)[C@](C1C=CC(N2CCN(S(C3C=CC=CC=3)(=O)=O)C[C@H]2CN2CCOC[C@@H]2C)=CC=1)(O)C.